From a dataset of Forward reaction prediction with 1.9M reactions from USPTO patents (1976-2016). Predict the product of the given reaction. (1) Given the reactants [Si]([O:8][CH2:9][CH2:10][C:11]1[CH:16]=[CH:15][CH:14]=[CH:13][C:12]=1[C:17]([C:19]1[CH:23]=[C:22]([CH:24]2[O:28][CH2:27][CH2:26][O:25]2)[S:21][C:20]=1[CH3:29])=[O:18])(C(C)(C)C)(C)C.C1(C)C=CC=CC=1, predict the reaction product. The product is: [O:25]1[CH2:26][CH2:27][O:28][CH:24]1[C:22]1[S:21][C:20]([CH3:29])=[C:19]([C@H:17]([OH:18])[C:12]2[CH:13]=[CH:14][CH:15]=[CH:16][C:11]=2[CH2:10][CH2:9][OH:8])[CH:23]=1. (2) Given the reactants [C:1]([O:5][C:6](=[O:12])[NH:7][CH2:8][CH2:9][CH2:10][NH2:11])([CH3:4])([CH3:3])[CH3:2].[CH2:13]([N:20]1[C:25](=[O:26])[C:24]2=[C:27]([Cl:30])[CH:28]=[CH:29][N:23]2[N:22]=[C:21]1[CH:31](Cl)[CH:32]1[CH2:34][CH2:33]1)[C:14]1[CH:19]=[CH:18][CH:17]=[CH:16][CH:15]=1, predict the reaction product. The product is: [C:1]([O:5][C:6](=[O:12])[NH:7][CH2:8][CH2:9][CH2:10][NH:11][CH:31]([C:21]1[N:20]([CH2:13][C:14]2[CH:19]=[CH:18][CH:17]=[CH:16][CH:15]=2)[C:25](=[O:26])[C:24]2=[C:27]([Cl:30])[CH:28]=[CH:29][N:23]2[N:22]=1)[CH:32]1[CH2:33][CH2:34]1)([CH3:4])([CH3:2])[CH3:3]. (3) Given the reactants [CH3:1][O:2][C:3]1[CH:4]=[C:5]2[C:10](=[CH:11][C:12]=1[O:13][CH3:14])[N:9]=[CH:8][N:7]=[C:6]2[O:15][C:16]1[CH:22]=[CH:21][C:19]([NH2:20])=[CH:18][CH:17]=1.C1(C)C=CC=CC=1.C(N(CC)CC)C.Cl[C:38](Cl)([O:40][C:41](=[O:47])OC(Cl)(Cl)Cl)Cl.[CH3:49][C:50]1[CH:55]=[CH:54][C:53]([S:56][CH2:57][CH2:58]CO)=[CH:52][CH:51]=1, predict the reaction product. The product is: [CH3:1][O:2][C:3]1[CH:4]=[C:5]2[C:10](=[CH:11][C:12]=1[O:13][CH3:14])[N:9]=[CH:8][N:7]=[C:6]2[O:15][C:16]1[CH:22]=[CH:21][C:19]([NH:20][C:41](=[O:47])[O:40][CH2:38][CH2:58][CH2:57][S:56][C:53]2[CH:54]=[CH:55][C:50]([CH3:49])=[CH:51][CH:52]=2)=[CH:18][CH:17]=1.